This data is from Peptide-MHC class II binding affinity with 134,281 pairs from IEDB. The task is: Regression. Given a peptide amino acid sequence and an MHC pseudo amino acid sequence, predict their binding affinity value. This is MHC class II binding data. (1) The peptide sequence is LASSCQVAFSYFPPP. The MHC is HLA-DPA10301-DPB10402 with pseudo-sequence HLA-DPA10301-DPB10402. The binding affinity (normalized) is 0.260. (2) The peptide sequence is TAAVELARALVRAVA. The MHC is DRB5_0101 with pseudo-sequence DRB5_0101. The binding affinity (normalized) is 0.884. (3) The peptide sequence is KIIGGIGGFIKVRQYDQILI. The MHC is HLA-DPA10103-DPB10401 with pseudo-sequence HLA-DPA10103-DPB10401. The binding affinity (normalized) is 0.180. (4) The peptide sequence is DIDLGRNEVVNDVST. The binding affinity (normalized) is 0.446. The MHC is HLA-DQA10301-DQB10302 with pseudo-sequence HLA-DQA10301-DQB10302. (5) The peptide sequence is ILMTATPPGTSDEFP. The MHC is DRB3_0101 with pseudo-sequence DRB3_0101. The binding affinity (normalized) is 0.309. (6) The peptide sequence is CGSTDEYCSPDHNCQ. The MHC is HLA-DPA10201-DPB10101 with pseudo-sequence HLA-DPA10201-DPB10101. The binding affinity (normalized) is 0.219. (7) The MHC is DRB3_0101 with pseudo-sequence DRB3_0101. The binding affinity (normalized) is 0.0899. The peptide sequence is CVDAKMTEEDKENALSL. (8) The peptide sequence is SHILGPERPSQQQPLPPQQTL. The MHC is DRB1_1101 with pseudo-sequence DRB1_1101. The binding affinity (normalized) is 0. (9) The peptide sequence is DRPFQLFEFYAREPDV. The MHC is DRB4_0101 with pseudo-sequence DRB4_0103. The binding affinity (normalized) is 0.280. (10) The peptide sequence is GELQIVDKSDAAFKI. The MHC is DRB1_0404 with pseudo-sequence DRB1_0404. The binding affinity (normalized) is 0.548.